Dataset: Full USPTO retrosynthesis dataset with 1.9M reactions from patents (1976-2016). Task: Predict the reactants needed to synthesize the given product. (1) The reactants are: [NH2:1][N:2]1[CH:6]=[CH:5][C:4]([Cl:7])=[C:3]1[C:8]([O:10]C)=O.[NH3:12].CO. Given the product [NH2:1][N:2]1[CH:6]=[CH:5][C:4]([Cl:7])=[C:3]1[C:8]([NH2:12])=[O:10], predict the reactants needed to synthesize it. (2) Given the product [F:13][C:14]1[CH:20]=[CH:19][C:17]([NH:18][CH:10]2[CH2:11][N:8]([C:1]([O:3][C:4]([CH3:7])([CH3:6])[CH3:5])=[O:2])[CH2:9]2)=[C:16]([CH3:21])[CH:15]=1, predict the reactants needed to synthesize it. The reactants are: [C:1]([N:8]1[CH2:11][C:10](=O)[CH2:9]1)([O:3][C:4]([CH3:7])([CH3:6])[CH3:5])=[O:2].[F:13][C:14]1[CH:20]=[CH:19][C:17]([NH2:18])=[CH:16][CH:15]=1.[C:21](O)(=O)C.C(O[BH-](OC(=O)C)OC(=O)C)(=O)C.[Na+].C([O-])(O)=O.[Na+]. (3) Given the product [C:9]12[CH:8]=[C:7]3[N:6]=[C:5]([C:40]4[CH:41]=[CH:42][CH:43]=[CH:44][C:39]=43)[CH:4]=[C:3]3[NH:23][C:19]([CH:20]=[CH:2]3)=[CH:18][C:16]3=[N:17][C:13]([CH:14]=[CH:15]3)=[CH:12][C:11]([NH:10]1)=[CH:30][CH:31]=2, predict the reactants needed to synthesize it. The reactants are: C[C:2]1[C:20](C=C)=[C:19]2[NH:23][C:3]=1[CH:4]=[C:5]1[C:40]3=[CH:41][CH:42]=[C:43](C(OC)=O)[CH:44](C(OC)=O)[C:39]3(C)[C:7]([CH:8]=[C:9]3[C:31](C)=[C:30](CCC(OC)=O)[C:11](=[CH:12][C:13]4[C:14](CCC(O)=O)=[C:15](C)[C:16](=[CH:18]2)[N:17]=4)[NH:10]3)=[N:6]1.C[C:2]1[C:20](C=C)=[C:19]2[NH:23][C:3]=1[CH:4]=[C:5]1[C:40]3=[CH:41][CH:42]=[C:43](C(OC)=O)[CH:44](C(OC)=O)[C:39]3(C)[C:7]([CH:8]=[C:9]3[C:31](C)=[C:30](CCC(O)=O)[C:11](=[CH:12][C:13]4[C:14](CCC(OC)=O)=[C:15](C)[C:16](=[CH:18]2)[N:17]=4)[NH:10]3)=[N:6]1. (4) Given the product [CH3:13][N:15]([CH3:16])[C:22]([CH3:21])([CH3:23])/[CH:24]=[CH:4]/[C:3]([O:6][C:7]([CH3:10])([CH3:9])[CH3:8])=[O:5], predict the reactants needed to synthesize it. The reactants are: BrBr.[C:3]([O:6][C:7]([CH3:10])([CH3:9])[CH3:8])(=[O:5])[CH3:4].[Li+].C[CH:13]([N-:15][CH:16](C)C)C.[Li]C[CH2:21][CH2:22][CH3:23].[CH:24](NC(C)C)(C)C. (5) Given the product [NH:1]([C:8]([O:10][C:11]([CH3:14])([CH3:13])[CH3:12])=[O:9])[C@H:2]([C:5]([OH:7])=[O:6])[CH2:3][O:4][CH2:19][CH:18]=[CH2:17], predict the reactants needed to synthesize it. The reactants are: [NH:1]([C:8]([O:10][C:11]([CH3:14])([CH3:13])[CH3:12])=[O:9])[C@H:2]([C:5]([OH:7])=[O:6])[CH2:3][OH:4].[H-].[Na+].[CH2:17](Br)[CH:18]=[CH2:19]. (6) Given the product [CH3:7][C:5]1[S:4][C:3]([C:8]2[CH:9]=[CH:10][N:35]=[C:33]([NH:32][C:29]3[CH:28]=[CH:27][C:26]([N:23]4[CH2:24][CH2:25][N:20]([CH3:19])[CH2:21][CH2:22]4)=[CH:31][CH:30]=3)[N:34]=2)=[C:2]([CH3:1])[N:6]=1, predict the reactants needed to synthesize it. The reactants are: [CH3:1][C:2]1[N:6]=[C:5]([CH3:7])[S:4][C:3]=1/[CH:8]=[CH:9]/[C:10](N(C)C)=O.[N+]([O-])(O)=O.[CH3:19][N:20]1[CH2:25][CH2:24][N:23]([C:26]2[CH:31]=[CH:30][C:29]([NH:32][C:33]([NH2:35])=[NH:34])=[CH:28][CH:27]=2)[CH2:22][CH2:21]1.